This data is from Peptide-MHC class I binding affinity with 185,985 pairs from IEDB/IMGT. The task is: Regression. Given a peptide amino acid sequence and an MHC pseudo amino acid sequence, predict their binding affinity value. This is MHC class I binding data. (1) The peptide sequence is RRLTARGLL. The MHC is Mamu-B03 with pseudo-sequence Mamu-B03. The binding affinity (normalized) is 0.847. (2) The peptide sequence is IPQILDSWWTSL. The MHC is H-2-Ld with pseudo-sequence H-2-Ld. The binding affinity (normalized) is 0.772. (3) The peptide sequence is MLAKYDHLV. The MHC is HLA-A02:06 with pseudo-sequence HLA-A02:06. The binding affinity (normalized) is 1.00. (4) The peptide sequence is NMERKLNLS. The MHC is HLA-B35:01 with pseudo-sequence HLA-B35:01. The binding affinity (normalized) is 0.0847. (5) The peptide sequence is KEGIVWVAT. The MHC is HLA-B40:02 with pseudo-sequence HLA-B40:02. The binding affinity (normalized) is 0.687. (6) The peptide sequence is RMLPKLAEF. The MHC is HLA-A33:01 with pseudo-sequence HLA-A33:01. The binding affinity (normalized) is 0. (7) The binding affinity (normalized) is 0.0847. The MHC is HLA-A02:11 with pseudo-sequence HLA-A02:11. The peptide sequence is SSARYDVAL.